Dataset: Full USPTO retrosynthesis dataset with 1.9M reactions from patents (1976-2016). Task: Predict the reactants needed to synthesize the given product. Given the product [C:19]([C:3]1[C:2]([C:28]2[CH:27]=[CH:26][CH:25]=[C:24]([C:22]#[N:23])[CH:29]=2)=[C:17]([Cl:18])[N:5]2[CH2:6][CH2:7][N:8]([C:10]([O:12][C:13]([CH3:16])([CH3:15])[CH3:14])=[O:11])[CH2:9][C:4]=12)(=[O:21])[NH2:20], predict the reactants needed to synthesize it. The reactants are: Br[C:2]1[C:3]([C:19](=[O:21])[NH2:20])=[C:4]2[CH2:9][N:8]([C:10]([O:12][C:13]([CH3:16])([CH3:15])[CH3:14])=[O:11])[CH2:7][CH2:6][N:5]2[C:17]=1[Cl:18].[C:22]([C:24]1[CH:25]=[C:26](B(O)O)[CH:27]=[CH:28][CH:29]=1)#[N:23].O.C(=O)([O-])[O-].[Cs+].[Cs+].